Dataset: Full USPTO retrosynthesis dataset with 1.9M reactions from patents (1976-2016). Task: Predict the reactants needed to synthesize the given product. (1) Given the product [CH2:1]([O:8][C:9]([N:11]1[CH2:23][CH:15]2[O:16][CH2:17][CH2:18][CH2:19][C@@H:20]([CH2:21][N:44]3[CH2:45][CH2:46][C:41]4([CH2:39][CH2:40]4)[C@H:42]([OH:47])[CH2:43]3)[N:14]2[C:13](=[O:24])[C@@H:12]1[CH3:25])=[O:10])[C:2]1[CH:7]=[CH:6][CH:5]=[CH:4][CH:3]=1, predict the reactants needed to synthesize it. The reactants are: [CH2:1]([O:8][C:9]([N:11]1[CH2:23][CH:15]2[O:16][CH2:17][CH2:18][CH2:19][C@@H:20]([CH2:21]O)[N:14]2[C:13](=[O:24])[C@@H:12]1[CH3:25])=[O:10])[C:2]1[CH:7]=[CH:6][CH:5]=[CH:4][CH:3]=1.ClN1C(=O)N(Cl)C(=O)N(Cl)C1=O.Cl.[CH2:39]1[C:41]2([CH2:46][CH2:45][NH:44][CH2:43][C@H:42]2[OH:47])[CH2:40]1.CCN(CC)CC.CC(O)=O.C(O[BH-](OC(=O)C)OC(=O)C)(=O)C.[Na+]. (2) The reactants are: [S:1]1[CH:5]=[CH:4][N:3]=[C:2]1[C:6]([OH:8])=O.CN(C(ON1N=NC2C=CC=NC1=2)=[N+](C)C)C.F[P-](F)(F)(F)(F)F.CCN(C(C)C)C(C)C.Cl.[CH2:43]([O:50][C:51](=[O:70])[NH:52][CH2:53][CH2:54][CH2:55][CH2:56][C@H:57]([NH2:69])[C:58]([C:60]1[S:61][C:62]2[CH:68]=[CH:67][CH:66]=[CH:65][C:63]=2[N:64]=1)=[O:59])[C:44]1[CH:49]=[CH:48][CH:47]=[CH:46][CH:45]=1. Given the product [CH2:43]([O:50][C:51](=[O:70])[NH:52][CH2:53][CH2:54][CH2:55][CH2:56][C@H:57]([NH:69][C:6]([C:2]1[S:1][CH:5]=[CH:4][N:3]=1)=[O:8])[C:58]([C:60]1[S:61][C:62]2[CH:68]=[CH:67][CH:66]=[CH:65][C:63]=2[N:64]=1)=[O:59])[C:44]1[CH:49]=[CH:48][CH:47]=[CH:46][CH:45]=1, predict the reactants needed to synthesize it.